Dataset: Reaction yield outcomes from USPTO patents with 853,638 reactions. Task: Predict the reaction yield, written as a fraction of the theoretical maximum amount of product (1.0 means a 100% yield; for example, 0.34 means a 34% yield). The reactants are [C:1]([N:7]([CH2:16][C:17]1[CH:22]=[CH:21][C:20]([C:23]2[CH:28]=[CH:27][CH:26]=[CH:25][C:24]=2[C:29]2[N:33](C(C3C=CC=CC=3)(C3C=CC=CC=3)C3C=CC=CC=3)[N:32]=[N:31][N:30]=2)=[CH:19][CH:18]=1)[C@H:8]([C:12]([O:14][CH3:15])=[O:13])[CH:9]([CH3:11])[CH3:10])(=[O:6])[CH2:2][CH2:3][CH2:4][CH3:5].Cl. The catalyst is CO. The product is [C:1]([N:7]([CH2:16][C:17]1[CH:18]=[CH:19][C:20]([C:23]2[CH:28]=[CH:27][CH:26]=[CH:25][C:24]=2[C:29]2[NH:33][N:32]=[N:31][N:30]=2)=[CH:21][CH:22]=1)[C@H:8]([C:12]([O:14][CH3:15])=[O:13])[CH:9]([CH3:10])[CH3:11])(=[O:6])[CH2:2][CH2:3][CH2:4][CH3:5]. The yield is 0.950.